This data is from Catalyst prediction with 721,799 reactions and 888 catalyst types from USPTO. The task is: Predict which catalyst facilitates the given reaction. (1) Reactant: [N+:1]([C:4]1[C:12]([Cl:13])=[CH:11][C:10]([Cl:14])=[CH:9][C:5]=1[C:6]([OH:8])=O)([O-:3])=[O:2].C(Cl)(C(Cl)=O)=O.[NH2:21][C:22]1[CH:27]=[CH:26][C:25]([Cl:28])=[CH:24][N:23]=1.N1C=CC=CC=1. Product: [Cl:28][C:25]1[CH:26]=[CH:27][C:22]([NH:21][C:6]([C:5]2[CH:9]=[C:10]([Cl:14])[CH:11]=[C:12]([Cl:13])[C:4]=2[N+:1]([O-:3])=[O:2])=[O:8])=[N:23][CH:24]=1. The catalyst class is: 120. (2) Product: [OH:40][CH2:39][CH2:38][NH:37][C:25]([N:21]1[CH2:20][CH2:19][CH:18]([C:16]2[S:15][CH:14]=[C:13]([C:11]([N:1]3[C@@H:10]4[C@@H:5]([CH2:6][CH2:7][CH2:8][CH2:9]4)[CH2:4][CH2:3][CH2:2]3)=[O:12])[CH:17]=2)[CH2:23][CH2:22]1)=[O:26]. Reactant: [N:1]1([C:11]([C:13]2[CH:17]=[C:16]([CH:18]3[CH2:23][CH2:22][NH:21][CH2:20][CH2:19]3)[S:15][CH:14]=2)=[O:12])[C@@H:10]2[C@@H:5]([CH2:6][CH2:7][CH2:8][CH2:9]2)[CH2:4][CH2:3][CH2:2]1.Cl[C:25](OC1C=CC([N+]([O-])=O)=CC=1)=[O:26].[NH2:37][CH2:38][CH2:39][OH:40]. The catalyst class is: 2. (3) Product: [I:7][C:8]1[CH:13]=[CH:12][CH:11]=[CH:10][C:9]=1[CH2:14][S:15]([NH:19][C:20]1[N:29]=[CH:28][CH:27]=[CH:26][C:21]=1[C:22]([O:24][CH3:25])=[O:23])(=[O:17])=[O:16]. The catalyst class is: 4. Reactant: N1C=CC=CC=1.[I:7][C:8]1[CH:13]=[CH:12][CH:11]=[CH:10][C:9]=1[CH2:14][S:15](Cl)(=[O:17])=[O:16].[NH2:19][C:20]1[N:29]=[CH:28][CH:27]=[CH:26][C:21]=1[C:22]([O:24][CH3:25])=[O:23]. (4) Reactant: [O:1]=[C:2]1[CH2:10][C:9]2[C:4](=[CH:5][C:6]([C:11]([C:13]3[CH:14]=[C:15]([NH:19][C:20]([C:22]4[CH:23]=[N:24][N:25]([CH3:28])[C:26]=4[CH3:27])=[O:21])[CH:16]=[CH:17][CH:18]=3)=[O:12])=[CH:7][CH:8]=2)[NH:3]1.[CH:29](OCC)=[O:30].[O-]CC.[Na+].Cl. Product: [OH:30][CH:29]=[C:10]1[C:9]2[C:4](=[CH:5][C:6]([C:11]([C:13]3[CH:14]=[C:15]([NH:19][C:20]([C:22]4[CH:23]=[N:24][N:25]([CH3:28])[C:26]=4[CH3:27])=[O:21])[CH:16]=[CH:17][CH:18]=3)=[O:12])=[CH:7][CH:8]=2)[NH:3][C:2]1=[O:1]. The catalyst class is: 8. (5) Reactant: [F:1][C:2]([F:12])([F:11])[C:3]1[CH:10]=[CH:9][C:6]([CH2:7][NH2:8])=[CH:5][CH:4]=1.ClC(Cl)(O[C:17](=[O:23])[O:18][C:19](Cl)(Cl)Cl)Cl.[N-:25]=[C:26]=[O:27]. Product: [F:1][C:2]([F:11])([F:12])[C:3]1[CH:10]=[CH:9][C:6]([CH2:7][NH:8][C:26]([NH:25][C:3]2[C:19]3[O:18][C:17](=[O:23])[NH:8][C:7]=3[CH:6]=[CH:5][CH:4]=2)=[O:27])=[CH:5][CH:4]=1. The catalyst class is: 329. (6) Reactant: [NH2:1][C:2]1[CH:7]=[C:6]([O:8][CH2:9][CH2:10][O:11][CH3:12])[CH:5]=[CH:4][C:3]=1/[CH:13]=[CH:14]/[C:15]([O-:17])=[O:16].[F:18][C:19]1[CH:27]=[C:26]([F:28])[CH:25]=[CH:24][C:20]=1[C:21](Cl)=[O:22].[CH2:29](N(CC)CC)[CH3:30]. Product: [F:18][C:19]1[CH:27]=[C:26]([F:28])[CH:25]=[CH:24][C:20]=1[C:21]([NH:1][C:2]1[CH:7]=[C:6]([O:8][CH2:9][CH2:10][O:11][CH3:12])[CH:5]=[CH:4][C:3]=1/[CH:13]=[CH:14]/[C:15]([O:17][CH2:29][CH3:30])=[O:16])=[O:22]. The catalyst class is: 7.